Predict which catalyst facilitates the given reaction. From a dataset of Catalyst prediction with 721,799 reactions and 888 catalyst types from USPTO. (1) Reactant: [Br:1][C:2]1[CH:3]=[CH:4][C:5]2[N:11]3[C:12]([CH3:15])=[N:13][N:14]=[C:10]3[CH2:9][CH2:8][NH:7][C:6]=2[CH:16]=1.[Cl:17][C:18]1[CH:23]=[CH:22][C:21](I)=[CH:20][CH:19]=1.C1(P(C2CCCCC2)C2C=CC=CC=2C2C(OC)=CC=CC=2OC)CCCCC1.C([O-])([O-])=O.[Cs+].[Cs+]. Product: [Br:1][C:2]1[CH:3]=[CH:4][C:5]2[N:11]3[C:12]([CH3:15])=[N:13][N:14]=[C:10]3[CH2:9][CH2:8][N:7]([C:21]3[CH:22]=[CH:23][C:18]([Cl:17])=[CH:19][CH:20]=3)[C:6]=2[CH:16]=1. The catalyst class is: 101. (2) Reactant: [Cl:1][C:2]1[CH:7]=[C:6]([Cl:8])[CH:5]=[C:4]([Cl:9])[C:3]=1[N:10]1[C:14]2=[N:15][C:16]([CH2:20][C:21]3[CH:26]=[CH:25][C:24]([NH2:27])=[CH:23][CH:22]=3)=[N:17][C:18](=[O:19])[C:13]2=[C:12]([CH:28]([CH3:30])[CH3:29])[NH:11]1.[C:31](N1CCC[C@H]1C(O)=O)([O:33][C:34]([CH3:37])([CH3:36])[CH3:35])=[O:32].C([N:48]([CH2:51][CH3:52])[CH2:49][CH3:50])C.C[CH2:54][O:55]C(C)=O. Product: [Cl:1][C:2]1[CH:7]=[C:6]([Cl:8])[CH:5]=[C:4]([Cl:9])[C:3]=1[N:10]1[C:14]2=[N:15][C:16]([CH2:20][C:21]3[CH:26]=[CH:25][C:24]([N:27]([C:31]([O:33][C:34]([CH3:37])([CH3:36])[CH3:35])=[O:32])[C:54](=[O:55])[C@@H:51]4[CH2:52][CH2:50][CH2:49][NH:48]4)=[CH:23][CH:22]=3)=[N:17][C:18](=[O:19])[C:13]2=[C:12]([CH:28]([CH3:30])[CH3:29])[NH:11]1. The catalyst class is: 3.